This data is from Reaction yield outcomes from USPTO patents with 853,638 reactions. The task is: Predict the reaction yield, written as a fraction of the theoretical maximum amount of product (1.0 means a 100% yield; for example, 0.34 means a 34% yield). (1) The reactants are [C:1](/[N:3]=[C:4](\SC)/[N:5]([CH3:15])[C:6]1[CH:11]=[C:10]([Cl:12])[C:9]([Cl:13])=[C:8]([Cl:14])[CH:7]=1)#[N:2].[NH2:18][NH2:19]. The catalyst is C(O)C. The product is [CH3:15][N:5]([C:6]1[CH:7]=[C:8]([Cl:14])[C:9]([Cl:13])=[C:10]([Cl:12])[CH:11]=1)[C:4]1[N:3]=[C:1]([NH2:2])[NH:19][N:18]=1. The yield is 0.720. (2) The reactants are [Cl:1][C:2]1[CH:7]=[C:6]([N+:8]([O-])=O)[CH:5]=[CH:4][C:3]=1[OH:11].Cl.Cl[CH2:14][C:15]1[N:16]=[CH:17][S:18][CH:19]=1.C(=O)([O-])[O-].[K+].[K+].[I-].[Na+]. The catalyst is C(#N)C.C(Cl)Cl.O. The product is [ClH:1].[Cl:1][C:2]1[CH:7]=[C:6]([NH2:8])[CH:5]=[CH:4][C:3]=1[O:11][CH2:14][C:15]1[N:16]=[CH:17][S:18][CH:19]=1. The yield is 0.830. (3) The reactants are FC(F)(F)S(O[C:7]1[C:8]2[CH2:28][N:27]([C:29](=[O:31])[CH3:30])[CH2:26][CH2:25][C:9]=2[N:10]=[C:11]([NH:13][C:14]2[CH:19]=[CH:18][C:17]([C:20]3[O:24][CH:23]=[N:22][CH:21]=3)=[CH:16][CH:15]=2)[N:12]=1)(=O)=O.[CH3:34][NH:35][CH2:36][C:37]1[CH:38]=[N:39][CH:40]=[CH:41][CH:42]=1. The catalyst is CS(C)=O. The product is [CH3:34][N:35]([CH2:36][C:37]1[CH:38]=[N:39][CH:40]=[CH:41][CH:42]=1)[C:7]1[C:8]2[CH2:28][N:27]([C:29](=[O:31])[CH3:30])[CH2:26][CH2:25][C:9]=2[N:10]=[C:11]([NH:13][C:14]2[CH:15]=[CH:16][C:17]([C:20]3[O:24][CH:23]=[N:22][CH:21]=3)=[CH:18][CH:19]=2)[N:12]=1. The yield is 0.520. (4) The reactants are [NH2:1][C:2]1[N:3]=[C:4]([CH3:21])[C:5]2[C:11](=S)[NH:10][C@@H:9]([C:13]3[CH:18]=[CH:17][C:16]([F:19])=[CH:15][C:14]=3[Br:20])[CH2:8][C:6]=2[N:7]=1.[CH3:22][C:23]1([CH3:31])[O:27][C@@H:26]([CH2:28][O:29][NH2:30])[CH2:25][O:24]1. The catalyst is O1CCOCC1. The product is [CH3:22][C:23]1([CH3:31])[O:27][C@@H:26]([CH2:28][O:29]/[N:30]=[C:11]2\[NH:10][C@@H:9]([C:13]3[CH:18]=[CH:17][C:16]([F:19])=[CH:15][C:14]=3[Br:20])[CH2:8][C:6]3[N:7]=[C:2]([NH2:1])[N:3]=[C:4]([CH3:21])[C:5]\2=3)[CH2:25][O:24]1. The yield is 0.300. (5) The reactants are [Br:1][C:2]1[N:3]=[CH:4][C:5]([O:17][CH3:18])=[C:6]2[C:10]=1[NH:9][CH:8]=[C:7]2[C:11](=[O:16])[C:12]([O:14]C)=[O:13].C([O-])([O-])=O.[K+].[K+]. The catalyst is CO.O.O. The product is [Br:1][C:2]1[N:3]=[CH:4][C:5]([O:17][CH3:18])=[C:6]2[C:10]=1[NH:9][CH:8]=[C:7]2[C:11](=[O:16])[C:12]([OH:14])=[O:13]. The yield is 0.590. (6) The reactants are [H-].[H-].[H-].[H-].[Li+].[Al+3].[CH2:7]1[C:15]2[C:10](=[CH:11][C:12]([C:16](O)=[O:17])=[CH:13][CH:14]=2)[CH2:9][CH2:8]1. The catalyst is C1COCC1. The product is [CH2:7]1[C:15]2[C:10](=[CH:11][C:12]([CH2:16][OH:17])=[CH:13][CH:14]=2)[CH2:9][CH2:8]1. The yield is 0.900.